From a dataset of Reaction yield outcomes from USPTO patents with 853,638 reactions. Predict the reaction yield, written as a fraction of the theoretical maximum amount of product (1.0 means a 100% yield; for example, 0.34 means a 34% yield). (1) The reactants are [NH2:1][C:2]1[N:7]=[CH:6][N:5]=[C:4]2[N:8]([CH2:12][C@H:13]3[CH2:17][CH2:16][CH2:15][N:14]3[C:18]([O:20][C:21]([CH3:24])([CH3:23])[CH3:22])=[O:19])[N:9]=[C:10](I)[C:3]=12.OC[C@H]1CCCN1C(OC(C)(C)C)=O.[F:39][C:40]1[CH:41]=[C:42]([CH:59]=[CH:60][CH:61]=1)[O:43][C:44]1[CH:49]=[CH:48][C:47](B2OC(C)(C)C(C)(C)O2)=[CH:46][CH:45]=1.C(=O)([O-])[O-].[Na+].[Na+]. The catalyst is O.COCCOC. The product is [NH2:1][C:2]1[N:7]=[CH:6][N:5]=[C:4]2[N:8]([CH2:12][C@H:13]3[CH2:17][CH2:16][CH2:15][N:14]3[C:18]([O:20][C:21]([CH3:24])([CH3:23])[CH3:22])=[O:19])[N:9]=[C:10]([C:47]3[CH:46]=[CH:45][C:44]([O:43][C:42]4[CH:59]=[CH:60][CH:61]=[C:40]([F:39])[CH:41]=4)=[CH:49][CH:48]=3)[C:3]=12. The yield is 0.790. (2) The reactants are [CH2:1]([C:4]1[CH:10]=[CH:9][C:7]([NH2:8])=[CH:6][C:5]=1[N+:11]([O-:13])=[O:12])[CH2:2][CH3:3].[CH3:14][C:15]([O:18][C:19](O[C:19]([O:18][C:15]([CH3:17])([CH3:16])[CH3:14])=[O:20])=[O:20])([CH3:17])[CH3:16]. The catalyst is N1C=CC=CC=1.C(Cl)Cl. The product is [C:15]([O:18][C:19](=[O:20])[NH:8][C:7]1[CH:9]=[CH:10][C:4]([CH2:1][CH2:2][CH3:3])=[C:5]([N+:11]([O-:13])=[O:12])[CH:6]=1)([CH3:17])([CH3:16])[CH3:14]. The yield is 0.870. (3) The reactants are [N+:1]([C:4]1[CH:18]=[CH:17][C:7]([CH2:8][NH:9][C:10](=[O:16])[O:11][C:12]([CH3:15])([CH3:14])[CH3:13])=[CH:6][CH:5]=1)([O-])=O.C(O)C.O.[Cl-].[NH4+]. The catalyst is O1CCOCC1. The product is [NH2:1][C:4]1[CH:18]=[CH:17][C:7]([CH2:8][NH:9][C:10](=[O:16])[O:11][C:12]([CH3:14])([CH3:15])[CH3:13])=[CH:6][CH:5]=1. The yield is 0.990. (4) The reactants are [CH3:1][N:2]1[CH2:6][CH2:5][NH:4][C:3]1=[O:7].[Cl:8][C:9]1[N:14]=[CH:13][C:12]2[C:15](I)=[N:16][N:17]([CH:18]([CH3:20])[CH3:19])[C:11]=2[CH:10]=1.C1(P(C2C=CC=CC=2)C2C3OC4C(=CC=CC=4P(C4C=CC=CC=4)C4C=CC=CC=4)C(C)(C)C=3C=CC=2)C=CC=CC=1.C(=O)([O-])[O-].[Cs+].[Cs+]. The catalyst is O1CCOCC1.C1C=CC(/C=C/C(/C=C/C2C=CC=CC=2)=O)=CC=1.C1C=CC(/C=C/C(/C=C/C2C=CC=CC=2)=O)=CC=1.C1C=CC(/C=C/C(/C=C/C2C=CC=CC=2)=O)=CC=1.[Pd].[Pd]. The product is [Cl:8][C:9]1[N:14]=[CH:13][C:12]2[C:15]([N:4]3[CH2:5][CH2:6][N:2]([CH3:1])[C:3]3=[O:7])=[N:16][N:17]([CH:18]([CH3:20])[CH3:19])[C:11]=2[CH:10]=1. The yield is 0.730.